This data is from Reaction yield outcomes from USPTO patents with 853,638 reactions. The task is: Predict the reaction yield, written as a fraction of the theoretical maximum amount of product (1.0 means a 100% yield; for example, 0.34 means a 34% yield). The reactants are [Cl:1][C:2]1[CH:3]=[C:4]2[C:8](=[CH:9][CH:10]=1)[C:7](=O)[O:6]/[C:5]/2=[CH:12]\[C:13]1[CH:18]=[CH:17][C:16]([F:19])=[C:15]([C:20]([N:22]2[CH2:27][CH2:26][CH:25]([O:28][CH3:29])[CH2:24][CH2:23]2)=[O:21])[CH:14]=1.CN(C)C=O.O.[NH2:36][NH2:37]. The catalyst is O. The product is [Cl:1][C:2]1[CH:3]=[C:4]2[C:8](=[CH:9][CH:10]=1)[C:7](=[O:6])[NH:37][N:36]=[C:5]2[CH2:12][C:13]1[CH:18]=[CH:17][C:16]([F:19])=[C:15]([C:20]([N:22]2[CH2:27][CH2:26][CH:25]([O:28][CH3:29])[CH2:24][CH2:23]2)=[O:21])[CH:14]=1. The yield is 0.240.